Dataset: Full USPTO retrosynthesis dataset with 1.9M reactions from patents (1976-2016). Task: Predict the reactants needed to synthesize the given product. (1) Given the product [N+:15]([C:18]1[CH:22]=[N:21][N:20]([CH2:4][C:5]2[N:6]=[C:7]([C:10]([O:12][CH2:13][CH3:14])=[O:11])[S:8][CH:9]=2)[N:19]=1)([O-:17])=[O:16], predict the reactants needed to synthesize it. The reactants are: N#N.Cl[CH2:4][C:5]1[N:6]=[C:7]([C:10]([O:12][CH2:13][CH3:14])=[O:11])[S:8][CH:9]=1.[N+:15]([C:18]1[CH:22]=[N:21][NH:20][N:19]=1)([O-:17])=[O:16].CCN(C(C)C)C(C)C. (2) Given the product [ClH:14].[NH:8]([C:5]1[CH:4]=[CH:3][C:2]([CH3:1])=[N:7][CH:6]=1)[NH2:10], predict the reactants needed to synthesize it. The reactants are: [CH3:1][C:2]1[N:7]=[CH:6][C:5]([NH2:8])=[CH:4][CH:3]=1.Cl.[N:10]([O-])=O.[Na+].[Cl:14][Sn]Cl. (3) Given the product [C:1]1([CH2:7][C:8]([NH2:9])=[S:11])[CH:6]=[CH:5][CH:4]=[CH:3][CH:2]=1, predict the reactants needed to synthesize it. The reactants are: [C:1]1([CH2:7][C:8]#[N:9])[CH:6]=[CH:5][CH:4]=[CH:3][CH:2]=1.P([O-])(OCC)(SCC)=[S:11]. (4) Given the product [F:8][C:4]1[CH:5]=[CH:6][CH:7]=[C:2]([F:1])[C:3]=1[N:9]1[CH2:13][CH2:12][C:11]([NH:14][C:15](=[O:17])[CH3:16])=[N:10]1, predict the reactants needed to synthesize it. The reactants are: [F:1][C:2]1[CH:7]=[CH:6][CH:5]=[C:4]([F:8])[C:3]=1[N:9]1[CH2:13][CH2:12][C:11]([NH2:14])=[N:10]1.[C:15](OC(=O)C)(=[O:17])[CH3:16].